From a dataset of Catalyst prediction with 721,799 reactions and 888 catalyst types from USPTO. Predict which catalyst facilitates the given reaction. (1) Reactant: [CH2:1]([C:5]1[O:9][C:8]([NH:10][C@H:11]([C:15]([O:17]C)=[O:16])[CH:12]([CH3:14])[CH3:13])=[N:7][N:6]=1)[CH2:2][CH:3]=[CH2:4].[Li+].[OH-].Cl. Product: [CH2:1]([C:5]1[O:9][C:8]([NH:10][C@H:11]([C:15]([OH:17])=[O:16])[CH:12]([CH3:14])[CH3:13])=[N:7][N:6]=1)[CH2:2][CH:3]=[CH2:4]. The catalyst class is: 90. (2) Reactant: [C:1]([C:3]1[CH:8]=[CH:7][C:6]([S:9]([NH:12][C:13]2[CH:18]=[CH:17][C:16]([O:19][CH2:20][CH2:21][N:22]([CH2:25][CH3:26])[CH2:23][CH3:24])=[CH:15][CH:14]=2)(=[O:11])=[O:10])=[CH:5][CH:4]=1)#[N:2].[H-].[Al+3].[Li+].[H-].[H-].[H-]. Product: [NH2:2][CH2:1][C:3]1[CH:8]=[CH:7][C:6]([S:9]([NH:12][C:13]2[CH:18]=[CH:17][C:16]([O:19][CH2:20][CH2:21][N:22]([CH2:25][CH3:26])[CH2:23][CH3:24])=[CH:15][CH:14]=2)(=[O:11])=[O:10])=[CH:5][CH:4]=1. The catalyst class is: 7. (3) Reactant: [CH2:1]([S:3]([C:6]1[CH:11]=[CH:10][C:9]([CH2:12]O)=[CH:8][CH:7]=1)(=[O:5])=[O:4])[CH3:2].S(Cl)([Cl:16])=O. Product: [Cl:16][CH2:12][C:9]1[CH:10]=[CH:11][C:6]([S:3]([CH2:1][CH3:2])(=[O:5])=[O:4])=[CH:7][CH:8]=1. The catalyst class is: 4. (4) Reactant: [CH3:1][O:2][C:3](=[O:25])[CH:4]([NH:7][C:8](=[O:24])[C:9]1[CH:14]=[CH:13][C:12]([CH2:15][NH:16][C:17]([O:19][C:20]([CH3:23])([CH3:22])[CH3:21])=[O:18])=[CH:11][CH:10]=1)[CH2:5]O.CC[N+](S(N=C(OC)[O-])(=O)=O)(CC)CC. Product: [CH3:1][O:2][C:3]([CH:4]1[CH2:5][O:24][C:8]([C:9]2[CH:14]=[CH:13][C:12]([CH2:15][NH:16][C:17]([O:19][C:20]([CH3:23])([CH3:22])[CH3:21])=[O:18])=[CH:11][CH:10]=2)=[N:7]1)=[O:25]. The catalyst class is: 1. (5) Reactant: C(OC(=O)[N:7]([C:16]1[CH:21]=[C:20]([F:22])[CH:19]=[C:18]([O:23][C:24]2[CH:29]=[CH:28][CH:27]=[C:26]([NH:30][C:31]([N:33]([CH3:35])[CH3:34])=[O:32])[CH:25]=2)[C:17]=1[C:36](=[O:38])[NH2:37])[C:8]1[CH:13]=[CH:12][C:11]([I:14])=[CH:10][C:9]=1[F:15])(C)(C)C.C(O)(C(F)(F)F)=O. Product: [CH3:34][N:33]([CH3:35])[C:31](=[O:32])[NH:30][C:26]1[CH:25]=[C:24]([CH:29]=[CH:28][CH:27]=1)[O:23][C:18]1[CH:19]=[C:20]([F:22])[CH:21]=[C:16]([NH:7][C:8]2[CH:13]=[CH:12][C:11]([I:14])=[CH:10][C:9]=2[F:15])[C:17]=1[C:36]([NH2:37])=[O:38]. The catalyst class is: 2.